Dataset: Antibody paratope prediction from SAbDab with 1,023 antibody chains. Task: Token-level Classification. Given an antibody amino acid sequence, predict which amino acid positions are active in antigen binding. Output is a list of indices for active paratope positions. Given the antibody sequence: EVTLKESGPVLVKPTETLTLTCTVSGFSLSTYGVGVGWIRQPPGKALEWLAHIWWDDVKRYNPALKSRLTISKDTSKSQVVLTMTNMDPVDTATYYCARLGSDYDVWFDYWGQGTLVTVSS, which amino acid positions are active in antigen binding (paratope)? The paratope positions are: [31, 32, 54, 84, 85, 86, 105, 106, 107].